This data is from Catalyst prediction with 721,799 reactions and 888 catalyst types from USPTO. The task is: Predict which catalyst facilitates the given reaction. (1) Product: [CH3:3][CH:2]([N:4]1[CH2:5][CH2:6][N:7]([CH2:10][CH2:11][C:12]([N:14]2[CH2:23][CH2:22][C:21]3[C:16](=[CH:17][C:18]([NH2:26])=[C:19]([O:24][CH3:25])[CH:20]=3)[CH2:15]2)=[O:13])[CH2:8][CH2:9]1)[CH3:1]. Reactant: [CH3:1][CH:2]([N:4]1[CH2:9][CH2:8][N:7]([CH2:10][CH2:11][C:12]([N:14]2[CH2:23][CH2:22][C:21]3[C:16](=[CH:17][C:18]([N+:26]([O-])=O)=[C:19]([O:24][CH3:25])[CH:20]=3)[CH2:15]2)=[O:13])[CH2:6][CH2:5]1)[CH3:3].[H][H]. The catalyst class is: 29. (2) Reactant: Br[C:2]1[CH:11]=[N:10][CH:9]=[C:8]2[C:3]=1[CH:4]=[C:5]([C:12]([NH:14][CH2:15][C:16]([F:19])([F:18])[F:17])=[O:13])[CH:6]=[N:7]2.[F:20][C:21]1[CH:26]=[C:25]([F:27])[CH:24]=[CH:23][C:22]=1B(O)O.C(=O)([O-])[O-].[Cs+].[Cs+]. Product: [F:20][C:21]1[CH:26]=[C:25]([F:27])[CH:24]=[CH:23][C:22]=1[C:2]1[CH:11]=[N:10][CH:9]=[C:8]2[C:3]=1[CH:4]=[C:5]([C:12]([NH:14][CH2:15][C:16]([F:19])([F:18])[F:17])=[O:13])[CH:6]=[N:7]2. The catalyst class is: 688. (3) Reactant: [Br:1][C:2]1[CH:3]=[CH:4][C:5]([NH:8][NH2:9])=[N:6][CH:7]=1.[C:10](Cl)(=O)[CH2:11][CH:12]([CH3:14])[CH3:13]. Product: [Br:1][C:2]1[CH:3]=[CH:4][C:5]2[N:6]([C:10]([CH2:11][CH:12]([CH3:14])[CH3:13])=[N:9][N:8]=2)[CH:7]=1. The catalyst class is: 194. (4) Reactant: Br[C@H:2]1[C@H:7]([OH:8])[C:6]2[CH:9]=[C:10]([N+:17]([O-:19])=[O:18])[C:11]([O:13][CH2:14][O:15][CH3:16])=[CH:12][C:5]=2[O:4][C:3]1([CH3:21])[CH3:20].[OH-].[Na+].O. Product: [O:8]1[CH:7]2[CH:2]1[C:3]([CH3:21])([CH3:20])[O:4][C:5]1[CH:12]=[C:11]([O:13][CH2:14][O:15][CH3:16])[C:10]([N+:17]([O-:19])=[O:18])=[CH:9][C:6]=12. The catalyst class is: 12. (5) Reactant: C(OC(=O)[NH:7][CH2:8][C:9]1[CH:14]=[CH:13][CH:12]=[C:11]([CH:15]2[CH2:20][CH2:19][N:18]([C:21]([C:23]3[O:24][C:25]([C:28]#[C:29][C:30]4[CH:35]=[CH:34][CH:33]=[CH:32][C:31]=4[F:36])=[CH:26][CH:27]=3)=[O:22])[CH2:17][CH2:16]2)[CH:10]=1)(C)(C)C.[CH3:38][S:39]([OH:42])(=[O:41])=[O:40].C(=O)=O. Product: [CH3:38][S:39]([OH:42])(=[O:41])=[O:40].[NH2:7][CH2:8][C:9]1[CH:10]=[C:11]([CH:15]2[CH2:20][CH2:19][N:18]([C:21]([C:23]3[O:24][C:25]([C:28]#[C:29][C:30]4[CH:35]=[CH:34][CH:33]=[CH:32][C:31]=4[F:36])=[CH:26][CH:27]=3)=[O:22])[CH2:17][CH2:16]2)[CH:12]=[CH:13][CH:14]=1. The catalyst class is: 41. (6) Reactant: Br[C:2]1[CH:3]=[C:4]([NH:10][S:11]([C:14]2[CH:19]=[CH:18][C:17]([F:20])=[CH:16][C:15]=2[F:21])(=[O:13])=[O:12])[C:5]([O:8][CH3:9])=[N:6][CH:7]=1.[B:22]1([B:22]2[O:26][C:25]([CH3:28])([CH3:27])[C:24]([CH3:30])([CH3:29])[O:23]2)[O:26][C:25]([CH3:28])([CH3:27])[C:24]([CH3:30])([CH3:29])[O:23]1.C(Cl)Cl.C([O-])(=O)C.[K+]. Product: [F:21][C:15]1[CH:16]=[C:17]([F:20])[CH:18]=[CH:19][C:14]=1[S:11]([NH:10][C:4]1[C:5]([O:8][CH3:9])=[N:6][CH:7]=[C:2]([B:22]2[O:26][C:25]([CH3:28])([CH3:27])[C:24]([CH3:30])([CH3:29])[O:23]2)[CH:3]=1)(=[O:13])=[O:12]. The catalyst class is: 75. (7) Reactant: [Br:1][C:2]1[CH:3]=[C:4]([C:8]2([CH3:15])[CH2:13][CH2:12][S:11][C:10]([NH2:14])=[N:9]2)[CH:5]=[CH:6][CH:7]=1.C(N(CC)CC)C.[C:23](Cl)(=[O:25])[CH3:24]. Product: [Br:1][C:2]1[CH:3]=[C:4]([C:8]2([CH3:15])[CH2:13][CH2:12][S:11][C:10]([NH:14][C:23](=[O:25])[CH3:24])=[N:9]2)[CH:5]=[CH:6][CH:7]=1. The catalyst class is: 4. (8) Reactant: [CH3:1][N:2]([CH2:10][C:11]1([CH2:20][CH2:21][N:22]2[C@H:27]3[CH2:28][CH2:29][C@@H:23]2[CH2:24][CH:25]([N:30]2[C:34]4[CH:35]=[CH:36][CH:37]=[CH:38][C:33]=4[N:32]=[C:31]2[CH3:39])[CH2:26]3)[C:19]2[C:14](=[CH:15][CH:16]=[CH:17][CH:18]=2)[CH2:13][CH2:12]1)C(=O)OC(C)(C)C.Cl.C([O-])(O)=O.[Na+]. Product: [CH3:1][NH:2][CH2:10][C:11]1([CH2:20][CH2:21][N:22]2[C@H:27]3[CH2:28][CH2:29][C@@H:23]2[CH2:24][CH:25]([N:30]2[C:34]4[CH:35]=[CH:36][CH:37]=[CH:38][C:33]=4[N:32]=[C:31]2[CH3:39])[CH2:26]3)[C:19]2[C:14](=[CH:15][CH:16]=[CH:17][CH:18]=2)[CH2:13][CH2:12]1. The catalyst class is: 135.